From a dataset of Forward reaction prediction with 1.9M reactions from USPTO patents (1976-2016). Predict the product of the given reaction. Given the reactants [N:1]1([CH2:7][C:8]2[CH:9]=[C:10]3[C:14](=[CH:15][CH:16]=2)[NH:13][C:12]([C:17]2[C:25]4[C:20](=[CH:21][CH:22]=[C:23]([C:26](O)=[O:27])[CH:24]=4)[NH:19][N:18]=2)=[CH:11]3)[CH2:6][CH2:5][CH2:4][CH2:3][CH2:2]1.[CH2:29]([NH2:32])[CH2:30][NH2:31].C1CN([P+](ON2N=NC3C=CC=CC2=3)(N2CCCC2)N2CCCC2)CC1.F[P-](F)(F)(F)(F)F.C(N(C(C)C)CC)(C)C, predict the reaction product. The product is: [NH2:31][CH2:30][CH2:29][NH:32][C:26]([C:23]1[CH:24]=[C:25]2[C:20](=[CH:21][CH:22]=1)[NH:19][N:18]=[C:17]2[C:12]1[NH:13][C:14]2[C:10]([CH:11]=1)=[CH:9][C:8]([CH2:7][N:1]1[CH2:6][CH2:5][CH2:4][CH2:3][CH2:2]1)=[CH:16][CH:15]=2)=[O:27].